This data is from Reaction yield outcomes from USPTO patents with 853,638 reactions. The task is: Predict the reaction yield, written as a fraction of the theoretical maximum amount of product (1.0 means a 100% yield; for example, 0.34 means a 34% yield). (1) The reactants are I[CH2:2][C@@H:3]([CH3:16])[CH2:4][N:5]1[C:14]2[C:9](=[CH:10][CH:11]=[CH:12][CH:13]=2)[CH:8]=[CH:7][C:6]1=[O:15].[CH2:17]([CH:21]1[CH2:26][CH2:25][NH:24][CH2:23][CH2:22]1)[CH2:18][CH2:19][CH3:20].CC#N.CCOC(C)=O. The catalyst is O. The product is [CH2:17]([CH:21]1[CH2:26][CH2:25][N:24]([CH2:2][C@@H:3]([CH3:16])[CH2:4][N:5]2[C:14]3[C:9](=[CH:10][CH:11]=[CH:12][CH:13]=3)[CH:8]=[CH:7][C:6]2=[O:15])[CH2:23][CH2:22]1)[CH2:18][CH2:19][CH3:20]. The yield is 0.440. (2) The yield is 0.710. The product is [Br:1][C:2]1[C:10]2[C:5](=[N:6][CH:7]=[CH:8][C:9]=2[Cl:11])[N:4]([S:20]([C:14]2[CH:19]=[CH:18][CH:17]=[CH:16][CH:15]=2)(=[O:22])=[O:21])[CH:3]=1. The reactants are [Br:1][C:2]1[C:10]2[C:5](=[N:6][CH:7]=[CH:8][C:9]=2[Cl:11])[NH:4][CH:3]=1.[H-].[Na+].[C:14]1([S:20](Cl)(=[O:22])=[O:21])[CH:19]=[CH:18][CH:17]=[CH:16][CH:15]=1. The catalyst is C1COCC1. (3) The reactants are [Cl:1][C:2]1[C:3](C(N)=O)=[N:4][CH:5]=[CH:6][C:7]=1[O:8][C:9]1[CH:14]=[CH:13][C:12]([NH:15][C:16]([C:18]2[C:19](=[O:34])[N:20]([C:27]3[CH:32]=[CH:31][C:30]([F:33])=[CH:29][CH:28]=3)[CH:21]=[CH:22][C:23]=2OCC)=[O:17])=[CH:11][C:10]=1[F:35].O.[C:40]([OH:43])(=O)[CH3:41].C(O)(=O)C.IC1C=CC=CC=1.CC#[N:57]. The catalyst is CCOC(C)=O. The product is [NH2:57][C:3]1[C:2]([Cl:1])=[C:7]([O:8][C:9]2[CH:14]=[CH:13][C:12]([NH:15][C:16]([C:18]3[C:19](=[O:34])[N:20]([C:27]4[CH:28]=[CH:29][C:30]([F:33])=[CH:31][CH:32]=4)[CH:21]=[CH:22][C:23]=3[O:43][CH2:40][CH3:41])=[O:17])=[CH:11][C:10]=2[F:35])[CH:6]=[CH:5][N:4]=1. The yield is 0.740. (4) The reactants are [NH2:1][C@H:2]([CH:6]([CH3:8])[CH3:7])[C:3]([OH:5])=[O:4].C(=O)(O)[O-].[Na+].[C:14](O[C:14]([O:16][C:17]([CH3:20])([CH3:19])[CH3:18])=[O:15])([O:16][C:17]([CH3:20])([CH3:19])[CH3:18])=[O:15]. The catalyst is O. The product is [C:17]([O:16][C:14]([NH:1][C@H:2]([CH:6]([CH3:8])[CH3:7])[C:3]([OH:5])=[O:4])=[O:15])([CH3:20])([CH3:19])[CH3:18]. The yield is 0.473. (5) The reactants are [Br:1][C:2]1[CH:3]=[CH:4][C:5]([NH:8][C:9]2[CH:14]=[CH:13][C:12]([O:15][CH3:16])=[CH:11][C:10]=2[NH:17][C:18](=O)[C:19]([F:22])([F:21])[F:20])=[N:6][CH:7]=1.O(C(C(F)(F)F)=O)C(C(F)(F)F)=O. The catalyst is C1(C)C=CC=CC=1. The product is [Br:1][C:2]1[CH:3]=[CH:4][C:5]([N:8]2[C:9]3[CH:14]=[CH:13][C:12]([O:15][CH3:16])=[CH:11][C:10]=3[N:17]=[C:18]2[C:19]([F:22])([F:21])[F:20])=[N:6][CH:7]=1. The yield is 0.0600. (6) The reactants are [CH3:1][C:2]1([CH3:14])[O:6][C@H:5]2[CH2:7][S:8][C@H:9]([C@H:10]([OH:13])CO)[C@H:4]2[O:3]1. The catalyst is C(OCC)(=O)C.C([O-])(=O)C.C([O-])(=O)C.C([O-])(=O)C.C([O-])(=O)C.[Pb+4]. The product is [CH3:1][C:2]1([CH3:14])[O:6][C@H:5]2[CH2:7][S:8][C@H:9]([CH:10]=[O:13])[C@H:4]2[O:3]1. The yield is 0.980. (7) The reactants are [CH3:1][N:2]1[C@@H:12]2[CH2:13][C:14]3[CH:19]=[CH:18][C:17]([OH:20])=[C:16]4[O:21][C@H:6]5[C:7]([CH:9]=[CH:10][C@:11]2([OH:22])[C@:5]5([C:15]=34)[CH2:4][CH2:3]1)=[O:8].[CH:23]1(C=O)[CH2:25][CH2:24]1.C(O[BH-](OC(=O)C)OC(=O)C)(=O)C.[Na+].C(O)(=O)C. The catalyst is CN(C=O)C.O. The product is [CH2:9]1[C@@H:7]([OH:8])[C@@H:6]2[O:21][C:16]3=[C:17]([OH:20])[CH:18]=[CH:19][C:14]4=[C:15]3[C@:5]32[CH2:4][CH2:3][N:2]([CH2:1][CH:23]2[CH2:25][CH2:24]2)[C@H:12]([CH2:13]4)[C@:11]3([OH:22])[CH2:10]1. The yield is 0.780. (8) The reactants are [CH3:1][C:2]1[CH:11]=[CH:10][C:5]([C:6](OC)=[O:7])=[CH:4][N:3]=1.[BH4-].[Na+]. The catalyst is CO. The product is [CH3:1][C:2]1[N:3]=[CH:4][C:5]([CH2:6][OH:7])=[CH:10][CH:11]=1. The yield is 0.640. (9) The reactants are Cl[C:2]1[CH:7]=[CH:6][C:5]([N+:8]([O-:10])=[O:9])=[CH:4][N:3]=1.[CH2:11]([O:13][C:14]([C:16]1[CH:17]=[C:18](B(O)O)[CH:19]=[CH:20][CH:21]=1)=[O:15])[CH3:12].C([O-])([O-])=O.[Na+].[Na+].C(P(C(C)(C)C)C1C=CC=CC=1C1C(C(C)C)=CC(C(C)C)=CC=1C(C)C)(C)(C)C. The catalyst is O1CCOCC1.C(OCC)(=O)C.Cl[Pd](Cl)([P](C1C=CC=CC=1)(C1C=CC=CC=1)C1C=CC=CC=1)[P](C1C=CC=CC=1)(C1C=CC=CC=1)C1C=CC=CC=1. The product is [N+:8]([C:5]1[CH:6]=[CH:7][C:2]([C:20]2[CH:21]=[C:16]([CH:17]=[CH:18][CH:19]=2)[C:14]([O:13][CH2:11][CH3:12])=[O:15])=[N:3][CH:4]=1)([O-:10])=[O:9]. The yield is 0.890.